This data is from Catalyst prediction with 721,799 reactions and 888 catalyst types from USPTO. The task is: Predict which catalyst facilitates the given reaction. (1) Reactant: [CH3:1][O:2][C:3]1[CH:4]=[C:5]([CH:8]=[CH:9][C:10]=1[O:11][CH3:12])[CH:6]=O.[N:13]([CH2:16][C:17]([O:19][CH3:20])=[O:18])=[N+:14]=[N-:15].C[O-].[Na+]. Product: [N:13]([C:16](=[CH:6][C:5]1[CH:8]=[CH:9][C:10]([O:11][CH3:12])=[C:3]([O:2][CH3:1])[CH:4]=1)[C:17]([O:19][CH3:20])=[O:18])=[N+:14]=[N-:15]. The catalyst class is: 5. (2) Reactant: [Cl:1][C:2]1[C:3]2[NH:10][CH:9]=[CH:8][C:4]=2[N:5]=[CH:6][N:7]=1.[CH3:11][S:12]([CH:15]=[CH2:16])(=[O:14])=[O:13].C(=O)([O-])[O-].[Cs+].[Cs+].CN(C)C=O. Product: [Cl:1][C:2]1[C:3]2[N:10]([CH2:16][CH2:15][S:12]([CH3:11])(=[O:14])=[O:13])[CH:9]=[CH:8][C:4]=2[N:5]=[CH:6][N:7]=1. The catalyst class is: 6.